Dataset: Forward reaction prediction with 1.9M reactions from USPTO patents (1976-2016). Task: Predict the product of the given reaction. (1) Given the reactants [O:1]=[C:2]1[NH:6][C:5]([C:12]2[CH:13]=[C:14]([CH:17]=[CH:18][CH:19]=2)[C:15]#[N:16])([CH2:7][O:8][CH2:9][CH:10]=[CH2:11])[C:4](=[O:20])[NH:3]1.Br[C:22]1[CH:29]=[CH:28][C:25]([C:26]#[N:27])=[C:24]([C:30]([F:33])([F:32])[F:31])[CH:23]=1, predict the reaction product. The product is: [C:15]([C:14]1[CH:13]=[C:12]([C:5]2([CH2:7][O:8][CH2:9][CH:10]=[CH2:11])[C:4](=[O:20])[N:3]([C:22]3[CH:29]=[CH:28][C:25]([C:26]#[N:27])=[C:24]([C:30]([F:31])([F:33])[F:32])[CH:23]=3)[C:2](=[O:1])[NH:6]2)[CH:19]=[CH:18][CH:17]=1)#[N:16]. (2) Given the reactants [CH2:1]([O:3][C:4]1[CH:5]=[CH:6][C:7]([F:20])=[C:8]([C:10]2[CH:15]=[C:14]([CH3:16])[N:13]=[C:12]([CH:17]=O)[C:11]=2[CH3:19])[CH:9]=1)[CH3:2].[NH2:21][CH:22]1[CH2:26][CH2:25][N:24]([CH3:27])[C:23]1=[O:28].S([O-])([O-])(=O)=O.[Mg+2], predict the reaction product. The product is: [CH2:1]([O:3][C:4]1[CH:5]=[CH:6][C:7]([F:20])=[C:8]([C:10]2[CH:15]=[C:14]([CH3:16])[N:13]=[C:12](/[CH:17]=[N:21]/[CH:22]3[CH2:26][CH2:25][N:24]([CH3:27])[C:23]3=[O:28])[C:11]=2[CH3:19])[CH:9]=1)[CH3:2]. (3) Given the reactants [CH2:1]([C:3]1[C:11]2S[CH2:9][CH:8]([C:12]3[CH:17]=[CH:16][C:15]([CH:18]([CH3:20])[CH3:19])=[CH:14][CH:13]=3)[C:7]=2[C:6]([CH3:21])=[C:5]([NH:22][C:23](=[O:29])[CH2:24][C:25]([CH3:28])([CH3:27])[CH3:26])[C:4]=1[CH3:30])[CH3:2].C(=O)([O-])O.[Na+].ClC1C=CC=C(C(OO)=O)C=1.[S:47]([O-:50])(O)=[O:48].[Na+], predict the reaction product. The product is: [CH2:1]([C:3]1[C:11]2[S:47](=[O:50])(=[O:48])[CH2:9][CH:8]([C:12]3[CH:17]=[CH:16][C:15]([CH:18]([CH3:20])[CH3:19])=[CH:14][CH:13]=3)[C:7]=2[C:6]([CH3:21])=[C:5]([NH:22][C:23](=[O:29])[CH2:24][C:25]([CH3:27])([CH3:26])[CH3:28])[C:4]=1[CH3:30])[CH3:2]. (4) Given the reactants Cl[C:2]1[N:3]=[C:4]([NH:11][C:12]2[CH:13]=[C:14]([CH2:18][C:19]#[N:20])[CH:15]=[CH:16][CH:17]=2)[C:5]2[CH:10]=[CH:9][NH:8][C:6]=2[N:7]=1.[F:21][C:22]1[CH:23]=[C:24]([CH:26]=[CH:27][C:28]=1[N:29]1[CH2:34][CH2:33][N:32]([CH3:35])[CH2:31][CH2:30]1)[NH2:25].Cl.C([O-])([O-])=O.[Na+].[Na+], predict the reaction product. The product is: [F:21][C:22]1[CH:23]=[C:24]([NH:25][C:2]2[N:3]=[C:4]([NH:11][C:12]3[CH:13]=[C:14]([CH2:18][C:19]#[N:20])[CH:15]=[CH:16][CH:17]=3)[C:5]3[CH:10]=[CH:9][NH:8][C:6]=3[N:7]=2)[CH:26]=[CH:27][C:28]=1[N:29]1[CH2:30][CH2:31][N:32]([CH3:35])[CH2:33][CH2:34]1.